Predict the reactants needed to synthesize the given product. From a dataset of Full USPTO retrosynthesis dataset with 1.9M reactions from patents (1976-2016). (1) Given the product [CH2:1]([O:8][C:9]([N:11]1[CH2:16][CH2:15][CH:14]([C:17](=[O:19])[NH2:21])[CH2:13][CH2:12]1)=[O:10])[C:2]1[CH:7]=[CH:6][CH:5]=[CH:4][CH:3]=1, predict the reactants needed to synthesize it. The reactants are: [CH2:1]([O:8][C:9]([N:11]1[CH2:16][CH2:15][CH:14]([C:17]([OH:19])=O)[CH2:13][CH2:12]1)=[O:10])[C:2]1[CH:7]=[CH:6][CH:5]=[CH:4][CH:3]=1.C[N:21]1CCOCC1.C(Cl)(=O)OCC(C)C.N. (2) Given the product [OH:20][CH2:19][C@H:18]([NH:23][C:24](=[O:33])[O:25][CH2:26][C:27]1[CH:32]=[CH:31][CH:30]=[CH:29][CH:28]=1)[C@H:17]([C:21](=[O:22])[NH:1][C:2]1[CH:7]=[CH:6][C:5]([N:8]2[CH2:13][CH2:12][O:11][CH2:10][C:9]2=[O:14])=[C:4]([CH3:15])[CH:3]=1)[CH3:16], predict the reactants needed to synthesize it. The reactants are: [NH2:1][C:2]1[CH:7]=[CH:6][C:5]([N:8]2[CH2:13][CH2:12][O:11][CH2:10][C:9]2=[O:14])=[C:4]([CH3:15])[CH:3]=1.[CH3:16][C@H:17]1[C:21](=[O:22])[O:20][CH2:19][C@@H:18]1[NH:23][C:24](=[O:33])[O:25][CH2:26][C:27]1[CH:32]=[CH:31][CH:30]=[CH:29][CH:28]=1.C[Al](C)C. (3) Given the product [CH3:15][C:12]1([CH3:16])[O:13][CH2:14][C:8]2=[C:7]([N:17]3[CH2:22][CH2:21][N:20]([CH3:23])[CH2:19][CH2:18]3)[N:6]=[C:5]3[S:4][C:3]4[C:24](=[O:25])[NH:26][CH:28]=[N:1][C:2]=4[C:10]3=[C:9]2[CH2:11]1, predict the reactants needed to synthesize it. The reactants are: [NH2:1][C:2]1[C:10]2[C:5](=[N:6][C:7]([N:17]3[CH2:22][CH2:21][N:20]([CH3:23])[CH2:19][CH2:18]3)=[C:8]3[CH2:14][O:13][C:12]([CH3:16])([CH3:15])[CH2:11][C:9]3=2)[S:4][C:3]=1[C:24]([NH2:26])=[O:25].O.[C:28]1(C)C=CC(S(O)(=O)=O)=CC=1. (4) Given the product [ClH:35].[ClH:35].[OH:28][NH:27][C:25](=[O:26])/[CH:24]=[CH:23]/[C:20]1[CH:19]=[N:18][C:17]([NH:16][C@@H:12]2[CH2:13][CH2:14][CH2:15][N:10]([CH2:9][CH2:8][CH2:7][C:1]3[CH:2]=[CH:3][CH:4]=[CH:5][CH:6]=3)[CH2:11]2)=[CH:22][N:21]=1, predict the reactants needed to synthesize it. The reactants are: [C:1]1([CH2:7][CH2:8][CH2:9][N:10]2[CH2:15][CH2:14][CH2:13][C@@H:12]([NH:16][C:17]3[N:18]=[CH:19][C:20](/[CH:23]=[CH:24]/[C:25]([NH:27][O:28]C4CCCCO4)=[O:26])=[N:21][CH:22]=3)[CH2:11]2)[CH:6]=[CH:5][CH:4]=[CH:3][CH:2]=1.[ClH:35]. (5) Given the product [Cl:14][C:5]1[C:6]([O:12][CH3:13])=[CH:7][C:8]([O:10][CH3:11])=[CH:9][C:4]=1[C:3]([OH:15])=[O:2], predict the reactants needed to synthesize it. The reactants are: C[O:2][C:3](=[O:15])[C:4]1[CH:9]=[C:8]([O:10][CH3:11])[CH:7]=[C:6]([O:12][CH3:13])[C:5]=1[Cl:14].[OH-].[K+].